This data is from Full USPTO retrosynthesis dataset with 1.9M reactions from patents (1976-2016). The task is: Predict the reactants needed to synthesize the given product. Given the product [CH3:11][C:10]1[S:12][CH:2]=[C:3]([C:4]([O:6][CH2:7][CH3:8])=[O:5])[N:13]=1, predict the reactants needed to synthesize it. The reactants are: Br[CH2:2][C:3](=O)[C:4]([O:6][CH2:7][CH3:8])=[O:5].[C:10]([NH2:13])(=[S:12])[CH3:11].C(=O)(O)[O-].[Na+].